From a dataset of Catalyst prediction with 721,799 reactions and 888 catalyst types from USPTO. Predict which catalyst facilitates the given reaction. (1) Reactant: [Cl:1][C:2]1[C:3]([C:21]2[C:26]([CH3:27])=[CH:25][C:24]([CH3:28])=[CH:23][N:22]=2)=[CH:4][C:5]([N:8]2[CH2:19][CH2:18][C:11]3[N:12]=[C:13](SC)[N:14]=[CH:15][C:10]=3[CH:9]2[CH3:20])=[N:6][CH:7]=1.O[O:30][S:31]([O-:33])=O.[K+].[CH3:35]COC(C)=O.O. Product: [Cl:1][C:2]1[C:3]([C:21]2[C:26]([CH3:27])=[CH:25][C:24]([CH3:28])=[CH:23][N:22]=2)=[CH:4][C:5]([N:8]2[CH2:19][CH2:18][C:11]3[N:12]=[C:13]([S:31]([CH3:35])(=[O:33])=[O:30])[N:14]=[CH:15][C:10]=3[CH:9]2[CH3:20])=[N:6][CH:7]=1. The catalyst class is: 20. (2) Reactant: [CH:1]([O:4][C:5]1[C:14]([CH3:15])=[C:13]2[C:8]([CH:9]=[CH:10][C:11]([CH3:16])=[N:12]2)=[CH:7][CH:6]=1)([CH3:3])[CH3:2].[Se](=O)=[O:18]. Product: [CH:1]([O:4][C:5]1[C:14]([CH3:15])=[C:13]2[C:8]([CH:9]=[CH:10][C:11]([CH:16]=[O:18])=[N:12]2)=[CH:7][CH:6]=1)([CH3:3])[CH3:2]. The catalyst class is: 38. (3) Reactant: Br[CH2:2][C:3]([C:5]1[CH:10]=[CH:9][C:8]([O:11][CH3:12])=[CH:7][CH:6]=1)=[O:4].[N-:13]=[N+:14]=[N-:15].[Na+]. Product: [N:13]([CH2:2][C:3]([C:5]1[CH:10]=[CH:9][C:8]([O:11][CH3:12])=[CH:7][CH:6]=1)=[O:4])=[N+:14]=[N-:15]. The catalyst class is: 20. (4) Reactant: C(N(CC)CC)C.[CH:8]([C:10]1[C:18]2[C:13](=[CH:14][CH:15]=[CH:16][CH:17]=2)[N:12](C(OC(C)(C)C)=O)[CH:11]=1)=[O:9].[CH3:26][O:27][C:28]1[CH:29]=[C:30]([CH:41]=[CH:42][CH:43]=1)[N:31]=[CH:32][C:33]1[C:34]([O:39][CH3:40])=[N:35][CH:36]=[CH:37][CH:38]=1. Product: [NH:12]1[C:13]2[C:18](=[CH:17][CH:16]=[CH:15][CH:14]=2)[C:10]([C:8](=[O:9])[CH:32]([NH:31][C:30]2[CH:41]=[CH:42][CH:43]=[C:28]([O:27][CH3:26])[CH:29]=2)[C:33]2[C:34]([O:39][CH3:40])=[N:35][CH:36]=[CH:37][CH:38]=2)=[CH:11]1. The catalyst class is: 433. (5) Reactant: [N:1]([O-])=O.[Na+].[CH3:5][O:6][C:7]([C:9]1[S:13][CH:12]=[N:11][C:10]=1[NH2:14])=[O:8].[Sn](Cl)Cl. Product: [CH3:5][O:6][C:7]([C:9]1[S:13][CH:12]=[N:11][C:10]=1[NH:14][NH2:1])=[O:8]. The catalyst class is: 33. (6) Reactant: [F:1][C:2]1[CH:7]=[CH:6][C:5]([N:8]2[C:16]3[C:11](=[CH:12][C:13]([CH2:18][OH:19])=[C:14]([CH3:17])[CH:15]=3)[CH:10]=[N:9]2)=[CH:4][CH:3]=1.CC(OI1(OC(C)=O)(OC(C)=O)OC(=O)C2C=CC=CC1=2)=O. Product: [F:1][C:2]1[CH:3]=[CH:4][C:5]([N:8]2[C:16]3[C:11](=[CH:12][C:13]([CH:18]=[O:19])=[C:14]([CH3:17])[CH:15]=3)[CH:10]=[N:9]2)=[CH:6][CH:7]=1. The catalyst class is: 2. (7) Reactant: [NH2:1][C:2]1[CH:3]=[C:4]([N:11]2[CH2:16][CH2:15][N:14]([C:17]([O:19][C:20]([CH3:23])([CH3:22])[CH3:21])=[O:18])[CH2:13][CH2:12]2)[C:5]2[O:9][CH:8]=[CH:7][C:6]=2[CH:10]=1.[Cl:24][C:25]1[CH:30]=[CH:29][CH:28]=[CH:27][C:26]=1[S:31](Cl)(=[O:33])=[O:32].N1C=CC=CC=1. Product: [Cl:24][C:25]1[CH:30]=[CH:29][CH:28]=[CH:27][C:26]=1[S:31]([NH:1][C:2]1[CH:3]=[C:4]([N:11]2[CH2:16][CH2:15][N:14]([C:17]([O:19][C:20]([CH3:23])([CH3:22])[CH3:21])=[O:18])[CH2:13][CH2:12]2)[C:5]2[O:9][CH:8]=[CH:7][C:6]=2[CH:10]=1)(=[O:33])=[O:32]. The catalyst class is: 2. (8) Reactant: [F:1][C:2]1[C:7]([F:8])=[CH:6][CH:5]=[CH:4][C:3]=1[C@H:9]1[CH2:14][NH:13][C:12](=O)[C@@H:11]([NH:16][C:17](=[O:23])[O:18][C:19]([CH3:22])([CH3:21])[CH3:20])[CH2:10]1.COC1C=CC(P2(SP(C3C=CC(OC)=CC=3)(=S)S2)=[S:33])=CC=1.C(=O)(O)[O-].[Na+].O. Product: [F:1][C:2]1[C:7]([F:8])=[CH:6][CH:5]=[CH:4][C:3]=1[C@H:9]1[CH2:14][NH:13][C:12](=[S:33])[C@@H:11]([NH:16][C:17](=[O:23])[O:18][C:19]([CH3:22])([CH3:21])[CH3:20])[CH2:10]1. The catalyst class is: 11. (9) Reactant: B(Cl)(Cl)Cl.[Cl:5][C:6]1[N:7]=[N:8][C:9]([C:12]2[CH:17]=[CH:16][C:15]([N:18]3[CH:22]=[CH:21][CH:20]=[N:19]3)=[CH:14][C:13]=2[O:23]C)=[CH:10][CH:11]=1.CO. Product: [Cl:5][C:6]1[N:7]=[N:8][C:9]([C:12]2[CH:17]=[CH:16][C:15]([N:18]3[CH:22]=[CH:21][CH:20]=[N:19]3)=[CH:14][C:13]=2[OH:23])=[CH:10][CH:11]=1. The catalyst class is: 2.